Dataset: NCI-60 drug combinations with 297,098 pairs across 59 cell lines. Task: Regression. Given two drug SMILES strings and cell line genomic features, predict the synergy score measuring deviation from expected non-interaction effect. Drug 1: CN1CCC(CC1)COC2=C(C=C3C(=C2)N=CN=C3NC4=C(C=C(C=C4)Br)F)OC. Drug 2: CC1C(C(CC(O1)OC2CC(CC3=C2C(=C4C(=C3O)C(=O)C5=C(C4=O)C(=CC=C5)OC)O)(C(=O)C)O)N)O.Cl. Cell line: A498. Synergy scores: CSS=39.2, Synergy_ZIP=10.3, Synergy_Bliss=12.2, Synergy_Loewe=13.2, Synergy_HSA=13.6.